From a dataset of Tyrosyl-DNA phosphodiesterase HTS with 341,365 compounds. Binary Classification. Given a drug SMILES string, predict its activity (active/inactive) in a high-throughput screening assay against a specified biological target. (1) The molecule is S(c1n(c(nn1)Cc1ccc(OC)cc1)CC)CC(=O)Nc1cc(ccc1)C(OC)=O. The result is 0 (inactive). (2) The molecule is Clc1c(NC(=O)C2CCN(CC2)c2ncnc3n4CCCCCc4nc23)ccc(F)c1. The result is 0 (inactive). (3) The drug is S(=O)(=O)(NC1C(Nc2c(ccc(c2)C)C)CCCC1)c1ccccc1. The result is 0 (inactive). (4) The molecule is Brc1cc(C(=O)NCC2CCCCC2)c(Cl)cc1. The result is 0 (inactive). (5) The result is 1 (active). The compound is Clc1c2c(C(=O)c3c(C2=O)ccc(N)c3Cl)ccc1N. (6) The drug is Clc1ccc(NC(=O)CSc2[nH]c(NS(=O)(=O)c3ccccc3)cc(=O)n2)cc1. The result is 1 (active). (7) The molecule is Clc1cc(c2onc(C(=O)NCCN3CCOCC3)c2)ccc1Cl. The result is 0 (inactive). (8) The molecule is S(=O)(=O)(N1CCCC1)c1cc(c(OC(C(=O)N2CCN(CC2)CC)C)cc1)C(=O)N. The result is 0 (inactive).